From a dataset of Reaction yield outcomes from USPTO patents with 853,638 reactions. Predict the reaction yield, written as a fraction of the theoretical maximum amount of product (1.0 means a 100% yield; for example, 0.34 means a 34% yield). (1) The reactants are [Br:1][C:2]1[CH:3]=[C:4]([CH:10]=[CH:11][CH:12]=1)[O:5][CH2:6][C:7](Cl)=[O:8].C(N(CC)CC)C.[NH2:20][CH:21]1[CH2:26][CH2:25][N:24]([C:27]([O:29][C:30]([CH3:33])([CH3:32])[CH3:31])=[O:28])[CH2:23][CH2:22]1. The catalyst is C(Cl)Cl.O. The product is [Br:1][C:2]1[CH:3]=[C:4]([CH:10]=[CH:11][CH:12]=1)[O:5][CH2:6][C:7]([NH:20][CH:21]1[CH2:22][CH2:23][N:24]([C:27]([O:29][C:30]([CH3:33])([CH3:32])[CH3:31])=[O:28])[CH2:25][CH2:26]1)=[O:8]. The yield is 0.800. (2) The reactants are [F:1][C:2]1([F:11])[CH2:5][CH:4]([C:6]([CH3:10])([CH3:9])[C:7]#N)[CH2:3]1.[OH-:12].[Na+].C([OH:16])C. The catalyst is O. The product is [F:1][C:2]1([F:11])[CH2:5][CH:4]([C:6]([CH3:10])([CH3:9])[C:7]([OH:16])=[O:12])[CH2:3]1. The yield is 0.600. (3) The reactants are [H-].[Na+].[F:3][C:4]1[C:5]([CH2:16][N:17]([CH3:25])[C:18](=[O:24])[O:19][C:20]([CH3:23])([CH3:22])[CH3:21])=[CH:6][NH:7][C:8]=1[C:9]1[C:10]([F:15])=[N:11][CH:12]=[CH:13][CH:14]=1.C1OCCOCCOCCOCCOC1.[CH3:41][C:42]1[CH:47]=[CH:46][N:45]=[CH:44][C:43]=1[S:48](Cl)(=[O:50])=[O:49]. The catalyst is O1CCCC1.O. The product is [F:3][C:4]1[C:5]([CH2:16][N:17]([CH3:25])[C:18](=[O:24])[O:19][C:20]([CH3:21])([CH3:22])[CH3:23])=[CH:6][N:7]([S:48]([C:43]2[CH:44]=[N:45][CH:46]=[CH:47][C:42]=2[CH3:41])(=[O:50])=[O:49])[C:8]=1[C:9]1[C:10]([F:15])=[N:11][CH:12]=[CH:13][CH:14]=1. The yield is 0.530.